From a dataset of Full USPTO retrosynthesis dataset with 1.9M reactions from patents (1976-2016). Predict the reactants needed to synthesize the given product. (1) Given the product [CH3:25][O:26][C:27]1[CH:28]=[C:29]([NH:30][C:2]2[C:3]([NH:12][S:13]([C:16]3[CH:21]=[CH:20][CH:19]=[C:18]([N+:22]([O-:24])=[O:23])[CH:17]=3)(=[O:15])=[O:14])=[N:4][C:5]3[C:10]([N:11]=2)=[CH:9][CH:8]=[CH:7][CH:6]=3)[CH:31]=[C:32]([N+:34]([O-:36])=[O:35])[CH:33]=1, predict the reactants needed to synthesize it. The reactants are: Cl[C:2]1[C:3]([NH:12][S:13]([C:16]2[CH:21]=[CH:20][CH:19]=[C:18]([N+:22]([O-:24])=[O:23])[CH:17]=2)(=[O:15])=[O:14])=[N:4][C:5]2[C:10]([N:11]=1)=[CH:9][CH:8]=[CH:7][CH:6]=2.[CH3:25][O:26][C:27]1[CH:28]=[C:29]([CH:31]=[C:32]([N+:34]([O-:36])=[O:35])[CH:33]=1)[NH2:30].CC1C=CC(C)=CC=1. (2) Given the product [CH3:33][O:32][CH2:31][CH2:30][N:26]1[CH2:27][CH2:28][CH:23]([O:22][C:19]2[CH:20]=[CH:21][C:16]([CH2:15][N:12]3[CH2:11][CH2:10][N:9]([C:7]([C:1]4[CH:6]=[CH:5][CH:4]=[CH:3][CH:2]=4)=[O:8])[CH2:14][CH2:13]3)=[CH:17][CH:18]=2)[CH2:24][CH2:25]1, predict the reactants needed to synthesize it. The reactants are: [C:1]1([C:7]([N:9]2[CH2:14][CH2:13][N:12]([CH2:15][C:16]3[CH:21]=[CH:20][C:19]([O:22][CH:23]4[CH2:28][CH2:27][NH:26][CH2:25][CH2:24]4)=[CH:18][CH:17]=3)[CH2:11][CH2:10]2)=[O:8])[CH:6]=[CH:5][CH:4]=[CH:3][CH:2]=1.Cl[CH2:30][CH2:31][O:32][CH3:33].C(=O)([O-])[O-].[K+].[K+].[I-].[K+].